This data is from Reaction yield outcomes from USPTO patents with 853,638 reactions. The task is: Predict the reaction yield, written as a fraction of the theoretical maximum amount of product (1.0 means a 100% yield; for example, 0.34 means a 34% yield). (1) The reactants are [CH2:1]([C@H:3]1[N:12]([CH:13]([CH3:15])[CH3:14])[C:11]2[N:10]=[C:9]([NH:16][C:17]3[CH:18]=[CH:19][C:20]([C:26]([OH:28])=O)=[C:21]4[C:25]=3[O:24][CH2:23][CH2:22]4)[N:8]=[CH:7][C:6]=2[N:5]([CH3:29])[C:4]1=[O:30])[CH3:2].F[B-](F)(F)F.N1(OC(N(C)C)=[N+](C)C)C2C=CC=CC=2N=N1.C(N(C(C)C)CC)(C)C.[CH:62]1([CH2:65][N:66]2[CH2:71][CH2:70][N:69]([CH2:72][C@@H:73]([O:76][CH3:77])[CH2:74][NH2:75])[CH2:68][CH2:67]2)[CH2:64][CH2:63]1.C(=O)([O-])[O-].[Na+].[Na+]. The catalyst is ClCCl. The product is [CH:62]1([CH2:65][N:66]2[CH2:67][CH2:68][N:69]([CH2:72][C@@H:73]([O:76][CH3:77])[CH2:74][NH:75][C:26]([C:20]3[CH:19]=[CH:18][C:17]([NH:16][C:9]4[N:8]=[CH:7][C:6]5[N:5]([CH3:29])[C:4](=[O:30])[C@@H:3]([CH2:1][CH3:2])[N:12]([CH:13]([CH3:15])[CH3:14])[C:11]=5[N:10]=4)=[C:25]4[O:24][CH2:23][CH2:22][C:21]=34)=[O:28])[CH2:70][CH2:71]2)[CH2:63][CH2:64]1. The yield is 0.380. (2) The catalyst is O1CCCC1.C(O)C.O. The product is [NH2:61][C:59]1[S:60][CH:47]=[C:46]([C:38]2[CH:37]=[C:36]([C:35]([F:50])([F:49])[F:34])[CH:41]=[C:40]([C:42]([F:45])([F:44])[F:43])[CH:39]=2)[N:58]=1. The reactants are [Br-].[Br-].[Br-].C1([N+](C)(C)C)C=CC=CC=1.C1([N+](C)(C)C)C=CC=CC=1.C1([N+](C)(C)C)C=CC=CC=1.[F:34][C:35]([F:50])([F:49])[C:36]1[CH:37]=[C:38]([C:46](=O)[CH3:47])[CH:39]=[C:40]([C:42]([F:45])([F:44])[F:43])[CH:41]=1.S([O-])([O-])(=O)=O.[Na+].[Na+].[NH2:58][C:59]([NH2:61])=[S:60].C(=O)([O-])O.[Na+]. The yield is 0.833. (3) The reactants are [CH3:1][N:2](C)/[CH:3]=[CH:4]/[C:5]([C:7]1[S:8][CH:9]=[CH:10][C:11]=1[NH:12][C:13](=[O:25])[CH2:14][C:15]1[C:24]2[C:19](=[CH:20][CH:21]=[CH:22][CH:23]=2)[CH:18]=[CH:17][CH:16]=1)=O.C[NH:28]N.C(O)(=O)C. The catalyst is C(O)C. The product is [CH3:1][N:2]1[CH:3]=[CH:4][C:5]([C:7]2[S:8][CH:9]=[CH:10][C:11]=2[NH:12][C:13](=[O:25])[CH2:14][C:15]2[C:24]3[C:19](=[CH:20][CH:21]=[CH:22][CH:23]=3)[CH:18]=[CH:17][CH:16]=2)=[N:28]1. The yield is 0.200.